From a dataset of Reaction yield outcomes from USPTO patents with 853,638 reactions. Predict the reaction yield, written as a fraction of the theoretical maximum amount of product (1.0 means a 100% yield; for example, 0.34 means a 34% yield). (1) The reactants are [Li][CH2:2][CH2:3][CH2:4][CH3:5].CCCCCC.C(C1C=[CH:25][C:24]2[C:23]3[C:18](=[CH:19][CH:20]=[CH:21][CH:22]=3)[C:17]([CH2:35][CH2:36][CH2:37][CH2:38][CH2:39][CH2:40][CH2:41][CH3:42])([CH2:27][CH2:28][CH2:29][CH2:30][CH2:31][CH2:32][CH2:33][CH3:34])[C:16]=2[CH:15]=1)=O. The catalyst is [Br-].C[P+](C1C=CC=CC=1)(C1C=CC=CC=1)C1C=CC=CC=1.CCOCC. The product is [CH:4]([C:3]1[CH:2]=[CH:25][C:24]2[C:23]3[C:18](=[CH:19][CH:20]=[CH:21][CH:22]=3)[C:17]([CH2:35][CH2:36][CH2:37][CH2:38][CH2:39][CH2:40][CH2:41][CH3:42])([CH2:27][CH2:28][CH2:29][CH2:30][CH2:31][CH2:32][CH2:33][CH3:34])[C:16]=2[CH:15]=1)=[CH2:5]. The yield is 0.490. (2) The reactants are [CH3:1][O:2][C:3]1[CH:4]=[C:5]([NH2:26])[CH:6]=[CH:7][C:8]=1[C:9]1[O:10][C:11]([C:14]2[C:15]([C:20]3[CH:25]=[CH:24][CH:23]=[CH:22][CH:21]=3)=[N:16][O:17][C:18]=2[CH3:19])=[N:12][N:13]=1.C(N(CC)C(C)C)(C)C.[CH:36]1([C:39](Cl)=[O:40])[CH2:38][CH2:37]1. The catalyst is C1COCC1.CN(C)C1C=CN=CC=1. The product is [CH3:1][O:2][C:3]1[CH:4]=[C:5]([NH:26][C:39]([CH:36]2[CH2:38][CH2:37]2)=[O:40])[CH:6]=[CH:7][C:8]=1[C:9]1[O:10][C:11]([C:14]2[C:15]([C:20]3[CH:21]=[CH:22][CH:23]=[CH:24][CH:25]=3)=[N:16][O:17][C:18]=2[CH3:19])=[N:12][N:13]=1. The yield is 0.950.